Predict the product of the given reaction. From a dataset of Forward reaction prediction with 1.9M reactions from USPTO patents (1976-2016). (1) Given the reactants CSC.B.[Si]([O:12][CH2:13][CH2:14][S:15][C:16]1[CH:17]=[C:18]([CH:22]=[CH:23][CH:24]=1)[C:19](O)=[O:20])(C(C)(C)C)(C)C.Cl, predict the reaction product. The product is: [OH:20][CH2:19][C:18]1[CH:17]=[C:16]([S:15][CH2:14][CH2:13][OH:12])[CH:24]=[CH:23][CH:22]=1. (2) Given the reactants [CH2:1]([C@@:5]1([CH2:29][CH3:30])[N:11]([OH:12])[C@H:10]([C:13]2[CH:18]=[CH:17][CH:16]=[CH:15][CH:14]=2)[C:9]2[CH:19]=[C:20]([O:25][CH3:26])[C:21](C=O)=[CH:22][C:8]=2[S:7](=[O:28])(=[O:27])[CH2:6]1)[CH2:2][CH2:3][CH3:4].[NH2:31][CH2:32][C:33]([O:35]C(C)(C)C)=[O:34].[CH2:40](Cl)Cl, predict the reaction product. The product is: [CH2:1]([C@@:5]1([CH2:29][CH3:30])[N:11]([OH:12])[C@H:10]([C:13]2[CH:18]=[CH:17][CH:16]=[CH:15][CH:14]=2)[C:9]2[CH:19]=[C:20]([O:25][CH3:26])[C:21]([CH2:40][NH:31][CH2:32][C:33]([OH:35])=[O:34])=[CH:22][C:8]=2[S:7](=[O:28])(=[O:27])[CH2:6]1)[CH2:2][CH2:3][CH3:4]. (3) Given the reactants C([O:8][C:9]([C@@H:11]([NH:13][C:14]([C@@H:16]([N:18]([CH3:33])[C:19]([C@@H:21]1[CH2:25][CH2:24][CH2:23][N:22]1[C:26]([O:28][C:29]([CH3:32])([CH3:31])[CH3:30])=[O:27])=[O:20])[CH3:17])=[O:15])[CH3:12])=[O:10])C1C=CC=CC=1.[H][H], predict the reaction product. The product is: [C:9]([C@@H:11]([NH:13][C:14]([C@@H:16]([N:18]([CH3:33])[C:19]([C@@H:21]1[CH2:25][CH2:24][CH2:23][N:22]1[C:26]([O:28][C:29]([CH3:30])([CH3:32])[CH3:31])=[O:27])=[O:20])[CH3:17])=[O:15])[CH3:12])([OH:10])=[O:8]. (4) Given the reactants [F:1][C:2]1[N:12]=[CH:11][C:5]2[N:6]=[CH:7][NH:8][C:9](=O)[C:4]=2[CH:3]=1.S(Cl)(Cl)=O.[C:17]([C:19]1[CH:20]=[C:21]([CH:23]=[CH:24][CH:25]=1)[NH2:22])#[CH:18].C(=O)(O)[O-].[Na+], predict the reaction product. The product is: [C:17]([C:19]1[CH:20]=[C:21]([NH:22][C:9]2[C:4]3[CH:3]=[C:2]([F:1])[N:12]=[CH:11][C:5]=3[N:6]=[CH:7][N:8]=2)[CH:23]=[CH:24][CH:25]=1)#[CH:18]. (5) Given the reactants [CH2:1]1[C:10]2[C:5](=[C:6]([NH2:11])[CH:7]=[CH:8][CH:9]=2)[CH2:4][CH2:3][NH:2]1.Cl[C:13]1[NH:22][C:21](=[O:23])[C:20]2[C:15](=[CH:16][C:17]([O:26][CH3:27])=[C:18]([O:24][CH3:25])[CH:19]=2)[N:14]=1, predict the reaction product. The product is: [NH2:11][C:6]1[CH:7]=[CH:8][CH:9]=[C:10]2[C:5]=1[CH2:4][CH2:3][N:2]([C:13]1[NH:22][C:21](=[O:23])[C:20]3[C:15](=[CH:16][C:17]([O:26][CH3:27])=[C:18]([O:24][CH3:25])[CH:19]=3)[N:14]=1)[CH2:1]2. (6) The product is: [C:24]([O:23][C:21]([NH:20][CH2:19][CH2:18][CH2:17][C@@H:16]([C:28]([NH:30][C@H:31]([C:53]([NH2:55])=[O:54])[CH2:32][S:33][C:34]([C:41]1[CH:46]=[CH:45][CH:44]=[CH:43][CH:42]=1)([C:47]1[CH:52]=[CH:51][CH:50]=[CH:49][CH:48]=1)[C:35]1[CH:36]=[CH:37][CH:38]=[CH:39][CH:40]=1)=[O:29])[NH:15][C:13]([O:12][C:11]1[CH:10]=[CH:9][C:8]([CH2:7][C@H:6]([NH:58][C:59]([O:61][C:62]([CH3:63])([CH3:65])[CH3:64])=[O:60])[C:5]([OH:66])=[O:4])=[CH:57][CH:56]=1)=[O:14])=[O:22])([CH3:25])([CH3:26])[CH3:27]. Given the reactants C([O:4][C:5](=[O:66])[C@@H:6]([NH:58][C:59]([O:61][C:62]([CH3:65])([CH3:64])[CH3:63])=[O:60])[CH2:7][C:8]1[CH:57]=[CH:56][C:11]([O:12][C:13]([NH:15][C@H:16]([C:28]([NH:30][C@H:31]([C:53]([NH2:55])=[O:54])[CH2:32][S:33][C:34]([C:47]2[CH:52]=[CH:51][CH:50]=[CH:49][CH:48]=2)([C:41]2[CH:46]=[CH:45][CH:44]=[CH:43][CH:42]=2)[C:35]2[CH:40]=[CH:39][CH:38]=[CH:37][CH:36]=2)=[O:29])[CH2:17][CH2:18][CH2:19][NH:20][C:21]([O:23][C:24]([CH3:27])([CH3:26])[CH3:25])=[O:22])=[O:14])=[CH:10][CH:9]=1)C=C.C(N(CC)CC)C.C(O)=O, predict the reaction product.